Dataset: CYP2D6 inhibition data for predicting drug metabolism from PubChem BioAssay. Task: Regression/Classification. Given a drug SMILES string, predict its absorption, distribution, metabolism, or excretion properties. Task type varies by dataset: regression for continuous measurements (e.g., permeability, clearance, half-life) or binary classification for categorical outcomes (e.g., BBB penetration, CYP inhibition). Dataset: cyp2d6_veith. (1) The drug is CN1CCC(N(C)C(=O)CCc2nc3ccccc3c(=O)[nH]2)CC1. The result is 0 (non-inhibitor). (2) The compound is CCCOc1ccc(Cn2c(C)nc([N+](=O)[O-])c2SCC(O)COC)cc1[N+](=O)[O-]. The result is 1 (inhibitor). (3) The molecule is Cn1sc(NC(=O)c2ccccc2)nc1=O. The result is 0 (non-inhibitor). (4) The drug is CCn1c2ccccc2c2cc(N=C3SC(CC(=O)Nc4ccccc4OC)C(=O)N3C)ccc21. The result is 0 (non-inhibitor). (5) The drug is CCNc1ncc2nc(-c3ccc(Cl)cc3)c(=O)n(C3CC3)c2n1. The result is 0 (non-inhibitor). (6) The drug is CNS(=O)(=O)c1ccccc1C(=N)c1ccccc1. The result is 0 (non-inhibitor). (7) The molecule is Cc1ccc(CNC(=O)C2CC(c3ccccc3[N+](=O)[O-])=NO2)o1. The result is 0 (non-inhibitor). (8) The molecule is C/C(CCC(=O)OC[C@@H]1O[C@H](C#Cc2ccccc2)C=C[C@@H]1Oc1ccc(C)cc1)=N/O[C@@H](C)CN1CCCc2nc(C)c(C)cc21. The result is 1 (inhibitor). (9) The result is 0 (non-inhibitor). The molecule is C/C(CCC(=O)OC[C@@H]1O[C@H](C#Cc2ccccc2)C=C[C@@H]1Oc1ccc(C)cc1)=N/O[C@@H](C)c1cn([C@H]2COC[C@H]2O)nn1.